Dataset: Reaction yield outcomes from USPTO patents with 853,638 reactions. Task: Predict the reaction yield, written as a fraction of the theoretical maximum amount of product (1.0 means a 100% yield; for example, 0.34 means a 34% yield). (1) The reactants are [CH3:1][NH:2][C:3]([C:5]1[C:13]2[C:8](=[CH:9][C:10]([O:14]C)=[CH:11][CH:12]=2)[N:7]([CH3:16])[CH:6]=1)=[O:4].B(Br)(Br)Br. No catalyst specified. The product is [CH3:1][NH:2][C:3]([C:5]1[C:13]2[C:8](=[CH:9][C:10]([OH:14])=[CH:11][CH:12]=2)[N:7]([CH3:16])[CH:6]=1)=[O:4]. The yield is 0.510. (2) The reactants are [CH3:1][C:2]([O:5][C:6]([N:8]1[C@H:13]([C:14]([OH:16])=O)[CH2:12][C:10](=[O:11])[CH2:9]1)=[O:7])([CH3:4])[CH3:3].Cl.[F:18][C:19]1([F:23])[CH2:22][NH:21][CH2:20]1.CCN(C(C)C)C(C)C.C1C=CC2N(O)N=NC=2C=1.CCN=C=NCCCN(C)C.Cl.C(=O)(O)[O-].[Na+]. The catalyst is C(Cl)Cl. The product is [C:2]([O:5][C:6]([N:8]1[CH2:9][C:10](=[O:11])[CH2:12][C@H:13]1[C:14]([N:21]1[CH2:22][C:19]([F:23])([F:18])[CH2:20]1)=[O:16])=[O:7])([CH3:1])([CH3:3])[CH3:4]. The yield is 0.840. (3) The reactants are [C:1]([C:4]1[CH:9]=[CH:8][CH:7]=[CH:6][CH:5]=1)(=[O:3])[CH3:2].CC(O)C. No catalyst specified. The yield is 0.920. The product is [C:4]1([C@H:1]([OH:3])[CH3:2])[CH:9]=[CH:8][CH:7]=[CH:6][CH:5]=1. (4) The reactants are C(O)(=O)[C@@H](C1C=CC=CC=1)O.CC1(C)[NH:18][C@H:17]2[CH2:19][N:20]([C:22]([O:24][CH2:25][C:26]3[CH:31]=[CH:30][CH:29]=[CH:28][CH:27]=3)=[O:23])[CH2:21][C@H:16]2[CH2:15][O:14]1.OS(O)(=O)=O.[OH-].[Na+].[C:48](O[C:48]([O:50][C:51]([CH3:54])([CH3:53])[CH3:52])=[O:49])([O:50][C:51]([CH3:54])([CH3:53])[CH3:52])=[O:49]. The catalyst is C(O)C. The product is [C:51]([O:50][C:48]([NH:18][C@H:17]1[C@@H:16]([CH2:15][OH:14])[CH2:21][N:20]([C:22]([O:24][CH2:25][C:26]2[CH:31]=[CH:30][CH:29]=[CH:28][CH:27]=2)=[O:23])[CH2:19]1)=[O:49])([CH3:52])([CH3:53])[CH3:54]. The yield is 0.980. (5) The reactants are [CH:1]([C:4]1[CH:8]=[CH:7][NH:6][N:5]=1)([CH3:3])[CH3:2].Cl[C:10]1[CH:19]=[C:18]([O:20]CC2C=CC(OC)=CC=2)[C:17]2[C:12](=[C:13]([CH3:32])[C:14]([O:30][CH3:31])=[CH:15][CH:16]=2)[N:11]=1.O. The catalyst is CN1CCCC1=O. The product is [OH:20][C:18]1[C:17]2[C:12](=[C:13]([CH3:32])[C:14]([O:30][CH3:31])=[CH:15][CH:16]=2)[N:11]=[C:10]([N:6]2[CH:7]=[CH:8][C:4]([CH:1]([CH3:3])[CH3:2])=[N:5]2)[CH:19]=1. The yield is 0.490. (6) The reactants are [CH2:1]1[C:10]2[C:5](=[CH:6][CH:7]=[CH:8][CH:9]=2)[CH2:4][CH2:3][N:2]1[C:11](=[O:16])[C:12]([F:15])([F:14])[F:13].[Al+3].[Cl-].[Cl-].[Cl-].[C:21](Cl)(=[O:23])[CH3:22]. The catalyst is C(=S)=S. The product is [C:21]([C:8]1[CH:9]=[C:10]2[C:5]([CH2:4][CH2:3][N:2]([C:11](=[O:16])[C:12]([F:14])([F:15])[F:13])[CH2:1]2)=[CH:6][CH:7]=1)(=[O:23])[CH3:22]. The yield is 0.610. (7) The reactants are [C:1]([C:5]1[NH:6][C:7]2[C:12]([CH:13]=1)=[CH:11][C:10]([N+:14]([O-:16])=[O:15])=[CH:9]C=2C#N)([CH3:4])([CH3:3])[CH3:2].[OH-:19].[K+].[CH3:21][CH2:22][OH:23]. No catalyst specified. The product is [C:1]([C:5]1[NH:6][C:7]2[C:12]([CH:13]=1)=[CH:11][C:10]([N+:14]([O-:16])=[O:15])=[CH:9][C:21]=2[C:22]([OH:19])=[O:23])([CH3:4])([CH3:3])[CH3:2]. The yield is 0.770.